This data is from Reaction yield outcomes from USPTO patents with 853,638 reactions. The task is: Predict the reaction yield, written as a fraction of the theoretical maximum amount of product (1.0 means a 100% yield; for example, 0.34 means a 34% yield). (1) The reactants are [OH:1][CH:2]1[C:11]2[C:6](=[CH:7][CH:8]=[C:9](B(O)O)[CH:10]=2)[O:5][C:4]([CH3:16])([CH3:15])[CH2:3]1.Br[C:18]1[C:23](=[O:24])[N:22]([CH2:25][C:26]2[CH:31]=[CH:30][C:29]([C:32]3[C:33]([C:38]#[N:39])=[CH:34][CH:35]=[CH:36][CH:37]=3)=[CH:28][CH:27]=2)[C:21]([CH2:40][CH2:41][CH3:42])=[N:20][C:19]=1[CH3:43]. The catalyst is O1CCOCC1.C(=O)([O-])[O-].[Cs+].[Cs+].C(OCC)(=O)C.C1C=CC(P(C2C=CC=CC=2)[C-]2C=CC=C2)=CC=1.C1C=CC(P(C2C=CC=CC=2)[C-]2C=CC=C2)=CC=1.Cl[Pd]Cl.[Fe+2]. The product is [OH:1][CH:2]1[C:11]2[C:6](=[CH:7][CH:8]=[C:9]([C:18]3[C:23](=[O:24])[N:22]([CH2:25][C:26]4[CH:27]=[CH:28][C:29]([C:32]5[C:33]([C:38]#[N:39])=[CH:34][CH:35]=[CH:36][CH:37]=5)=[CH:30][CH:31]=4)[C:21]([CH2:40][CH2:41][CH3:42])=[N:20][C:19]=3[CH3:43])[CH:10]=2)[O:5][C:4]([CH3:16])([CH3:15])[CH2:3]1. The yield is 0.760. (2) The reactants are P(Cl)(Cl)(Cl)=O.[CH2:6]([N:13]([CH:21]([CH3:23])[CH3:22])[C:14]1[CH:19]=[N:18][CH:17]=[C:16]([Cl:20])[N:15]=1)[C:7]1[CH:12]=[CH:11][CH:10]=[CH:9][CH:8]=1.O.CN([CH:28]=[O:29])C. No catalyst specified. The product is [CH2:6]([N:13]([CH:21]([CH3:23])[CH3:22])[C:14]1[N:15]=[C:16]([Cl:20])[C:17]([CH:28]=[O:29])=[N:18][CH:19]=1)[C:7]1[CH:8]=[CH:9][CH:10]=[CH:11][CH:12]=1. The yield is 0.700. (3) The reactants are [N+:1]([C:4]1[C:5]([CH2:10][C:11]([O:13][CH2:14][CH3:15])=[O:12])=[N:6][CH:7]=[CH:8][CH:9]=1)([O-])=O. The catalyst is C(O)C.[Pd]. The product is [NH2:1][C:4]1[C:5]([CH2:10][C:11]([O:13][CH2:14][CH3:15])=[O:12])=[N:6][CH:7]=[CH:8][CH:9]=1. The yield is 0.940. (4) The yield is 0.570. The catalyst is CCOC(C)=O.C1COCC1. The reactants are [C:1]([C:5]1[CH:6]=[C:7]([CH:9]=[CH:10][CH:11]=1)[NH2:8])([CH3:4])([CH3:3])[CH3:2].C(=O)([O-])[O-].[K+].[K+].Cl[C:19]([O:21][C:22]1[CH:27]=[CH:26][CH:25]=[CH:24][CH:23]=1)=[O:20].CN(C1C=CC=CN=1)C. The product is [C:1]([C:5]1[CH:6]=[C:7]([NH:8][C:19](=[O:20])[O:21][C:22]2[CH:27]=[CH:26][CH:25]=[CH:24][CH:23]=2)[CH:9]=[CH:10][CH:11]=1)([CH3:4])([CH3:2])[CH3:3]. (5) The reactants are C(OC([N:8]1[CH2:13][CH2:12][N:11]([C:14]([C:16]2[C:17]3[C:37]([CH3:38])=[N:36][N:35](C4CCCCO4)[C:18]=3[N:19]=[C:20]([C:22]3[CH:27]=[CH:26][C:25]([O:28]C4CCCCO4)=[CH:24][CH:23]=3)[CH:21]=2)=[O:15])[C:10]([CH3:51])([C:45]2[CH:50]=[CH:49][CH:48]=[CH:47][CH:46]=2)[CH2:9]1)=O)(C)(C)C.Cl. The catalyst is ClCCl. The product is [OH:28][C:25]1[CH:26]=[CH:27][C:22]([C:20]2[N:19]=[C:18]3[NH:35][N:36]=[C:37]([CH3:38])[C:17]3=[C:16]([C:14]([N:11]3[CH2:12][CH2:13][NH:8][CH2:9][C:10]3([CH3:51])[C:45]3[CH:46]=[CH:47][CH:48]=[CH:49][CH:50]=3)=[O:15])[CH:21]=2)=[CH:23][CH:24]=1. The yield is 0.640. (6) The reactants are [Cl:1][C:2]1[CH:3]=[C:4]([CH:7]=[CH:8][CH:9]=1)[CH:5]=O.[C:10]([NH:13][NH2:14])([NH2:12])=[NH:11].Cl. No catalyst specified. The product is [ClH:1].[Cl:1][C:2]1[CH:3]=[C:4]([CH:7]=[CH:8][CH:9]=1)[CH:5]=[N:14][NH:13][C:10]([NH2:12])=[NH:11]. The yield is 0.790. (7) The reactants are Br[CH2:2][C:3](=O)[CH:4]([CH3:6])[CH3:5].C(OC(C1O[S:15]C=CC=1)=O)C.[NH3:19].[CH3:20][CH2:21][O:22][C:23]([CH3:25])=[O:24]. The catalyst is C(O)C.O. The product is [CH:4]([C:3]1[N:19]=[C:25]([C:23]([O:22][CH2:21][CH3:20])=[O:24])[S:15][CH:2]=1)([CH3:6])[CH3:5]. The yield is 1.00.